Dataset: Catalyst prediction with 721,799 reactions and 888 catalyst types from USPTO. Task: Predict which catalyst facilitates the given reaction. (1) Reactant: [F:1][C:2]1[CH:7]=[CH:6][C:5]([CH2:8][CH2:9][C@:10]([OH:18])([CH:15]([CH3:17])[CH3:16])[CH2:11][C:12]([OH:14])=[O:13])=[CH:4][CH:3]=1.Cl.C[C@@H](N)C1C=CC=CC=1.C(O)(C)C. Product: [F:1][C:2]1[CH:3]=[CH:4][C:5]([CH2:8][CH2:9][C@@:10]([OH:18])([CH:15]([CH3:16])[CH3:17])[CH2:11][C:12]([OH:14])=[O:13])=[CH:6][CH:7]=1. The catalyst class is: 25. (2) Reactant: CN(C)[CH:3]=[CH:4][C:5]([C:7]1[S:11][C:10]([N:12]=CN(C)C)=[N:9][C:8]=1[CH3:17])=O.[N+]([O-])(O)=O.[N+:23]([C:26]1[CH:27]=[C:28]([NH:32][C:33]([NH2:35])=[NH:34])[CH:29]=[CH:30][CH:31]=1)([O-:25])=[O:24].[OH-].[Na+]. Product: [NH2:12][C:10]1[S:11][C:7]([C:5]2[CH:4]=[CH:3][N:35]=[C:33]([NH:32][C:28]3[CH:29]=[CH:30][CH:31]=[C:26]([N+:23]([O-:25])=[O:24])[CH:27]=3)[N:34]=2)=[C:8]([CH3:17])[N:9]=1. The catalyst class is: 141. (3) Product: [CH:33]1([C:36]2[C:37]([C:38]([O:40][CH3:41])=[O:39])=[C:20]3[CH:19]=[C:18]([CH3:21])[CH:17]=[C:16]([O:22][CH2:23][C:24]4[C:29]([F:30])=[CH:28][CH:27]=[C:26]([F:31])[C:25]=4[F:32])[N:15]3[N:14]=2)[CH2:35][CH2:34]1. Reactant: CC1C=C(C)C=C(C)C=1S([O-])(=O)=O.[NH2:14][N+:15]1[CH:20]=[CH:19][C:18]([CH3:21])=[CH:17][C:16]=1[O:22][CH2:23][C:24]1[C:29]([F:30])=[CH:28][CH:27]=[C:26]([F:31])[C:25]=1[F:32].[CH:33]1([C:36]#[C:37][C:38]([O:40][CH3:41])=[O:39])[CH2:35][CH2:34]1.C(=O)([O-])[O-].[K+].[K+].O. The catalyst class is: 3. (4) Reactant: S1[C:5]2[CH:6]=[CH:7][CH:8]=[CH:9][C:4]=2[C:3]([CH2:10][CH2:11][C:12]#[N:13])=[CH:2]1.BrCCC1C2C=CC=CC=2[O:19]C=1.[C-]#N.[Na+].CCCCCC.CCOC(C)=O. Product: [O:19]1[C:5]2[CH:6]=[CH:7][CH:8]=[CH:9][C:4]=2[C:3]([CH2:10][CH2:11][C:12]#[N:13])=[CH:2]1. The catalyst class is: 9. (5) Reactant: [OH:1][C:2]1[CH:9]=[C:8]([N+:10]([O-:12])=[O:11])[CH:7]=[CH:6][C:3]=1[C:4]#[N:5].C([O-])([O-])=O.[K+].[K+].[Br:19][CH2:20][CH2:21]Br. Product: [Br:19][CH2:20][CH2:21][O:1][C:2]1[CH:9]=[C:8]([N+:10]([O-:12])=[O:11])[CH:7]=[CH:6][C:3]=1[C:4]#[N:5]. The catalyst class is: 23. (6) Product: [CH2:15]([NH:22][C:2]1[CH:7]=[CH:6][C:5]([N+:8]([O-:10])=[O:9])=[CH:4][C:3]=1[S:11]([NH2:14])(=[O:13])=[O:12])[C:16]1[CH:21]=[CH:20][CH:19]=[CH:18][CH:17]=1. Reactant: Cl[C:2]1[CH:7]=[CH:6][C:5]([N+:8]([O-:10])=[O:9])=[CH:4][C:3]=1[S:11]([NH2:14])(=[O:13])=[O:12].[CH2:15]([NH2:22])[C:16]1[CH:21]=[CH:20][CH:19]=[CH:18][CH:17]=1.C(N(C(C)C)CC)(C)C.O. The catalyst class is: 10. (7) Reactant: Cl[C:2]1[S:6][N:5]=[C:4]([S:7][CH3:8])[N:3]=1.[F:9][C:10]1[CH:17]=[CH:16][C:13]([CH2:14][OH:15])=[CH:12][CH:11]=1.[H-].[Na+].[Cl-].[Na+]. Product: [F:9][C:10]1[CH:17]=[CH:16][C:13]([CH2:14][O:15][C:2]2[S:6][N:5]=[C:4]([S:7][CH3:8])[N:3]=2)=[CH:12][CH:11]=1. The catalyst class is: 9. (8) Reactant: C([O-])([O-])=O.[K+].[K+].CC(C)=O.[N+:11]([C:14]1[CH:19]=[CH:18][C:17](/[CH:20]=[C:21]2\[CH2:22][NH:23][CH2:24]/[C:25](=[CH:28]\[C:29]3[CH:34]=[CH:33][C:32]([N+:35]([O-:37])=[O:36])=[CH:31][CH:30]=3)/[C:26]\2=[O:27])=[CH:16][CH:15]=1)([O-:13])=[O:12].[C:38](Cl)(=[O:41])[CH:39]=[CH2:40]. Product: [N+:11]([C:14]1[CH:15]=[CH:16][C:17](/[CH:20]=[C:21]2\[CH2:22][N:23]([C:38](=[O:41])[CH:39]=[CH2:40])[CH2:24]/[C:25](=[CH:28]\[C:29]3[CH:34]=[CH:33][C:32]([N+:35]([O-:37])=[O:36])=[CH:31][CH:30]=3)/[C:26]\2=[O:27])=[CH:18][CH:19]=1)([O-:13])=[O:12]. The catalyst class is: 6. (9) Reactant: [OH-].[Na+].[Cl:3][C:4]1[CH:9]=[CH:8][C:7]([C:10]2[CH:11]=[C:12]([C:15]([O:17]C)=[O:16])[S:13][CH:14]=2)=[CH:6][CH:5]=1. Product: [Cl:3][C:4]1[CH:9]=[CH:8][C:7]([C:10]2[CH:11]=[C:12]([C:15]([OH:17])=[O:16])[S:13][CH:14]=2)=[CH:6][CH:5]=1. The catalyst class is: 14.